From a dataset of Catalyst prediction with 721,799 reactions and 888 catalyst types from USPTO. Predict which catalyst facilitates the given reaction. (1) Reactant: [F:1][C:2]1[CH:7]=[CH:6][C:5]([NH:8][CH:9]([CH3:18])[CH2:10][C:11]([O:13][C:14]([CH3:17])([CH3:16])[CH3:15])=[O:12])=[CH:4][CH:3]=1.[Cl:19][C:20]1[CH:25]=[CH:24][C:23]([S:26](Cl)(=[O:28])=[O:27])=[CH:22][CH:21]=1.CN(CCCN)C. Product: [Cl:19][C:20]1[CH:25]=[CH:24][C:23]([S:26]([N:8]([CH:9]([CH3:18])[CH2:10][C:11]([O:13][C:14]([CH3:17])([CH3:16])[CH3:15])=[O:12])[C:5]2[CH:4]=[CH:3][C:2]([F:1])=[CH:7][CH:6]=2)(=[O:28])=[O:27])=[CH:22][CH:21]=1. The catalyst class is: 17. (2) Reactant: [P:1](=[O:5])([OH:4])([OH:3])[OH:2].[CH:6]1[C:7]([CH2:15][C@@H:16]([NH2:33])[CH2:17][C:18]([N:20]2[CH2:32][C:24]3=[N:25][N:26]=[C:27]([C:28]([F:31])([F:30])[F:29])[N:23]3[CH2:22][CH2:21]2)=[O:19])=[C:8]([F:14])[CH:9]=[C:10]([F:13])[C:11]=1[F:12]. Product: [CH:6]1[C:7]([CH2:15][C@@H:16]([NH2:33])[CH2:17][C:18]([N:20]2[CH2:32][C:24]3=[N:25][N:26]=[C:27]([C:28]([F:31])([F:30])[F:29])[N:23]3[CH2:22][CH2:21]2)=[O:19])=[C:8]([F:14])[CH:9]=[C:10]([F:13])[C:11]=1[F:12].[OH2:2].[OH:3][P:1]([OH:5])([OH:4])=[O:2]. The catalyst class is: 41. (3) Reactant: [C:1]([O:5][C:6]([N:8]1[CH2:12][C@H:11]([CH2:13][C:14]2[CH:19]=[CH:18][CH:17]=[C:16]([CH:20]([CH3:22])[CH3:21])[CH:15]=2)[C@@H:10]([CH:23]=O)[CH2:9]1)=[O:7])([CH3:4])([CH3:3])[CH3:2].[Cl:25][C:26]1[CH:32]=[CH:31][C:29]([NH2:30])=[CH:28][CH:27]=1.[BH-](OC(C)=O)(OC(C)=O)OC(C)=O.[Na+]. Product: [C:1]([O:5][C:6]([N:8]1[CH2:12][C@H:11]([CH2:13][C:14]2[CH:19]=[CH:18][CH:17]=[C:16]([CH:20]([CH3:22])[CH3:21])[CH:15]=2)[C@H:10]([CH2:23][NH:30][C:29]2[CH:31]=[CH:32][C:26]([Cl:25])=[CH:27][CH:28]=2)[CH2:9]1)=[O:7])([CH3:4])([CH3:3])[CH3:2]. The catalyst class is: 26. (4) Reactant: [F:1][C:2]1[CH:3]=[N:4][CH:5]=[CH:6][C:7]=1[C:8]1[CH:9]=[C:10]2[N:22]=[C:21]([C:23]3[CH:32]=[CH:31][C:26]([C:27]([O:29]C)=[O:28])=[CH:25][CH:24]=3)[NH:20][C:11]2=[N:12][C:13]=1[C:14]1[CH:15]=[N:16][CH:17]=[CH:18][CH:19]=1.[OH-].[Na+].Cl. The catalyst class is: 219. Product: [F:1][C:2]1[CH:3]=[N:4][CH:5]=[CH:6][C:7]=1[C:8]1[CH:9]=[C:10]2[N:22]=[C:21]([C:23]3[CH:32]=[CH:31][C:26]([C:27]([OH:29])=[O:28])=[CH:25][CH:24]=3)[NH:20][C:11]2=[N:12][C:13]=1[C:14]1[CH:15]=[N:16][CH:17]=[CH:18][CH:19]=1. (5) Reactant: [CH:1]1(/[CH:4]=[C:5](/[C:9]2[CH:14]=[CH:13][C:12]([C:15]3[CH:20]=[CH:19][C:18]([C:21]([F:24])([F:23])[F:22])=[CH:17][CH:16]=3)=[CH:11][CH:10]=2)\[N+:6]([O-])=O)[CH2:3][CH2:2]1. Product: [CH:1]1([CH2:4][CH:5]([C:9]2[CH:14]=[CH:13][C:12]([C:15]3[CH:16]=[CH:17][C:18]([C:21]([F:22])([F:23])[F:24])=[CH:19][CH:20]=3)=[CH:11][CH:10]=2)[NH2:6])[CH2:3][CH2:2]1. The catalyst class is: 446. (6) Reactant: Br[CH2:2][CH2:3][O:4][CH3:5].[F:6][C:7]1[CH:12]=[C:11]([N+:13]([O-:15])=[O:14])[CH:10]=[CH:9][C:8]=1[N:16]1[CH2:21][CH2:20][NH:19][CH2:18][CH2:17]1.CCN(CC)CC. Product: [F:6][C:7]1[CH:12]=[C:11]([N+:13]([O-:15])=[O:14])[CH:10]=[CH:9][C:8]=1[N:16]1[CH2:21][CH2:20][N:19]([CH2:2][CH2:3][O:4][CH3:5])[CH2:18][CH2:17]1. The catalyst class is: 3. (7) Reactant: [CH3:1][N:2]1[CH:6]=[C:5]([C:7](O)=[O:8])[C:4]([CH3:10])=[N:3]1.O1CCCC1.C(Cl)(=O)C(Cl)=O.[NH2:22][C:23]1[CH:24]=[C:25]([CH:42]=[CH:43][CH:44]=1)[O:26][C:27]1[CH:28]=[CH:29][C:30]2[N:31]([N:33]=[C:34]([NH:36][C:37]([CH:39]3[CH2:41][CH2:40]3)=[O:38])[N:35]=2)[CH:32]=1. The catalyst class is: 402. Product: [CH:39]1([C:37]([NH:36][C:34]2[N:35]=[C:30]3[CH:29]=[CH:28][C:27]([O:26][C:25]4[CH:24]=[C:23]([NH:22][C:7]([C:5]5[C:4]([CH3:10])=[N:3][N:2]([CH3:1])[CH:6]=5)=[O:8])[CH:44]=[CH:43][CH:42]=4)=[CH:32][N:31]3[N:33]=2)=[O:38])[CH2:40][CH2:41]1.